From a dataset of Peptide-MHC class II binding affinity with 134,281 pairs from IEDB. Regression. Given a peptide amino acid sequence and an MHC pseudo amino acid sequence, predict their binding affinity value. This is MHC class II binding data. The peptide sequence is EEDLNKLRDLNKEVD. The MHC is DRB1_0802 with pseudo-sequence DRB1_0802. The binding affinity (normalized) is 0.144.